This data is from Reaction yield outcomes from USPTO patents with 853,638 reactions. The task is: Predict the reaction yield, written as a fraction of the theoretical maximum amount of product (1.0 means a 100% yield; for example, 0.34 means a 34% yield). (1) The reactants are [CH3:1][C:2]([CH3:18])([CH3:17])[CH2:3][O:4][C:5](=[O:16])[C:6]1[CH:11]=[CH:10][C:9]([C:12]([F:15])([F:14])[F:13])=[CH:8][CH:7]=1.[CH:19]([O:22][B:23](OC(C)C)[O:24][CH:25]([CH3:27])C)(C)[CH3:20].C([N-:35]C(C)C)(C)C.[Li+].Cl.N(CCO)CCO. The catalyst is O1CCCC1.O1CCCC1.CCCCCCC.C(O)(C)C. The product is [CH3:1][C:2]([CH3:18])([CH3:17])[CH2:3][O:4][C:5](=[O:16])[C:6]1[CH:11]=[CH:10][C:9]([C:12]([F:13])([F:14])[F:15])=[CH:8][C:7]=1[B:23]1[O:24][CH2:25][CH2:27][NH:35][CH2:20][CH2:19][O:22]1. The yield is 0.740. (2) The reactants are [CH3:1][C:2]1[CH:3]=[C:4]([NH:8][C:9](=O)[CH2:10][N:11]2[CH2:16][CH2:15][N:14]([C:17]3[CH:22]=[CH:21][CH:20]=[CH:19][N:18]=3)[CH2:13][C@@H:12]2[CH3:23])[CH:5]=[CH:6][CH:7]=1.COC1C=CC(P2(=S)SP(=S)(C3C=CC(OC)=CC=3)[S:34]2)=CC=1. The catalyst is C1(C)C=CC=CC=1. The product is [CH3:1][C:2]1[CH:3]=[C:4]([NH:8][C:9](=[S:34])[CH2:10][N:11]2[CH2:16][CH2:15][N:14]([C:17]3[CH:22]=[CH:21][CH:20]=[CH:19][N:18]=3)[CH2:13][C@@H:12]2[CH3:23])[CH:5]=[CH:6][CH:7]=1. The yield is 0.820. (3) The reactants are [N:1]1[CH:6]=[CH:5][CH:4]=[N:3][C:2]=1[C:7]1[CH:16]=[CH:15][CH:14]=[CH:13][C:8]=1[C:9]([O:11][CH3:12])=[O:10].[Cl-:17].[Ca+2].[Cl-]. The catalyst is CC([O-])=O.CC([O-])=O.[Pd+2].FC(F)(F)C([O-])=O.[Cu+2].FC(F)(F)C([O-])=O.C(O)(=O)C. The product is [Cl:17][C:16]1[C:7]([C:2]2[N:3]=[CH:4][CH:5]=[CH:6][N:1]=2)=[C:8]([CH:13]=[CH:14][CH:15]=1)[C:9]([O:11][CH3:12])=[O:10]. The yield is 0.210. (4) The reactants are [CH3:1][O:2][C:3](=[O:13])[C:4]1[CH:9]=[CH:8][C:7]([C:10](=[O:12])[CH3:11])=[CH:6][CH:5]=1.[Br:14]Br. The catalyst is C(Cl)(Cl)Cl.[O-]S([O-])(=S)=O.[Na+].[Na+]. The product is [CH3:1][O:2][C:3](=[O:13])[C:4]1[CH:9]=[CH:8][C:7]([C:10](=[O:12])[CH2:11][Br:14])=[CH:6][CH:5]=1. The yield is 0.670. (5) The yield is 0.950. The product is [CH2:6]([N:8]1[C:12]2[N:13]=[N:14][CH:15]=[C:16]([C:17]3[CH:22]=[CH:21][C:20]([F:23])=[C:19]([I:24])[CH:18]=3)[C:11]=2[N:10]=[CH:9]1)[CH3:7]. The catalyst is C(Cl)Cl. The reactants are S(=O)(=O)(O)O.[CH2:6]([N:8]1[C:12]2[N:13]=[N:14][CH:15]=[C:16]([C:17]3[CH:22]=[CH:21][C:20]([F:23])=[CH:19][CH:18]=3)[C:11]=2[N:10]=[CH:9]1)[CH3:7].[I:24]N1C(C)(C)C(=O)N(I)C1=O.[OH-].[Na+]. (6) The reactants are [C:1]1([C:7]#[C:8][C:9]2[N:14]=[C:13]([C:15]([OH:17])=O)[CH:12]=[CH:11][CH:10]=2)[CH:6]=[CH:5][CH:4]=[CH:3][CH:2]=1.CN(C(ON1N=NC2C=CC=CC1=2)=[N+](C)C)C.F[P-](F)(F)(F)(F)F.[NH:42]1[CH:46]=[CH:45][N:44]=[C:43]1[NH:47][C:48]([C:50]1[C:58]2[NH:57][C:56]([NH2:59])=[N:55][C:54]=2[CH:53]=[CH:52][CH:51]=1)=[O:49].C([O-])(O)=O.[Na+]. The catalyst is CN(C=O)C.CCN(C(C)C)C(C)C.O. The product is [NH:44]1[CH:45]=[CH:46][N:42]=[C:43]1[NH:47][C:48]([C:50]1[C:58]2[N:57]=[C:56]([NH:59][C:15]([C:13]3[CH:12]=[CH:11][CH:10]=[C:9]([C:8]#[C:7][C:1]4[CH:2]=[CH:3][CH:4]=[CH:5][CH:6]=4)[N:14]=3)=[O:17])[NH:55][C:54]=2[CH:53]=[CH:52][CH:51]=1)=[O:49]. The yield is 0.430.